This data is from Forward reaction prediction with 1.9M reactions from USPTO patents (1976-2016). The task is: Predict the product of the given reaction. (1) The product is: [C:22]([C:19]1[S:20][CH:21]=[C:17]([C:15]([N:11]2[CH2:10][C:9]3([CH2:28][CH2:29][N:6]([CH2:5][C:4]4[CH:30]=[C:31]([CH2:33][CH2:34][OH:35])[CH:32]=[C:2]([F:1])[CH:3]=4)[CH2:7][CH2:8]3)[O:14][CH2:13][CH2:12]2)=[O:16])[N:18]=1)([CH3:37])([CH3:23])[CH3:27]. Given the reactants [F:1][C:2]1[CH:3]=[C:4]([CH:30]=[C:31]([CH2:33][CH2:34][OH:35])[CH:32]=1)[CH2:5][N:6]1[CH2:29][CH2:28][C:9]2([O:14][CH2:13][CH2:12][N:11]([C:15]([C:17]3[N:18]=[C:19]([C:22]4[CH:27]=CC=C[CH:23]=4)[S:20][CH:21]=3)=[O:16])[CH2:10]2)[CH2:8][CH2:7]1.N.[CH3:37]O, predict the reaction product. (2) Given the reactants [CH3:1][N:2]([CH3:29])[CH2:3][CH2:4][NH:5][C:6]1[CH:11]=[CH:10][C:9]([NH:12][C:13]([NH:15][C:16]2[CH:21]=[CH:20][C:19]([O:22][CH:23]([CH3:25])[CH3:24])=[CH:18][CH:17]=2)=[O:14])=[CH:8][C:7]=1[N+:26]([O-])=O.[C:30](OCC)(OCC)(OCC)[CH3:31].C(O)(=O)C, predict the reaction product. The product is: [CH3:1][N:2]([CH3:29])[CH2:3][CH2:4][N:5]1[C:6]2[CH:11]=[CH:10][C:9]([NH:12][C:13]([NH:15][C:16]3[CH:21]=[CH:20][C:19]([O:22][CH:23]([CH3:25])[CH3:24])=[CH:18][CH:17]=3)=[O:14])=[CH:8][C:7]=2[N:26]=[C:30]1[CH3:31]. (3) The product is: [O:20]1[C:21]2[CH:27]=[CH:26][CH:25]=[CH:24][C:22]=2[CH:23]=[C:19]1[C:12]1[C:13]2[C:18](=[CH:17][CH:16]=[CH:15][CH:14]=2)[N:10]([CH2:9][C:8]2[CH:33]=[C:34]([O:36][CH2:37][CH2:38][O:39][CH3:40])[CH:35]=[C:6]([O:5][CH2:4][CH2:3][O:2][CH3:1])[CH:7]=2)[C:11]=1[C:28]([OH:30])=[O:29]. Given the reactants [CH3:1][O:2][CH2:3][CH2:4][O:5][C:6]1[CH:7]=[C:8]([CH:33]=[C:34]([O:36][CH2:37][CH2:38][O:39][CH3:40])[CH:35]=1)[CH2:9][N:10]1[C:18]2[C:13](=[CH:14][CH:15]=[CH:16][CH:17]=2)[C:12]([C:19]2[O:20][C:21]3[CH:27]=[CH:26][CH:25]=[CH:24][C:22]=3[CH:23]=2)=[C:11]1[C:28]([O:30]CC)=[O:29].[OH-].[Na+].Cl, predict the reaction product. (4) The product is: [Br:1][C:2]1[CH:3]=[C:4]2[C:9]([Cl:16])=[C:8]([C:11]#[N:12])[CH:7]=[N:6][N:5]2[CH:13]=1. Given the reactants [Br:1][C:2]1[CH:3]=[C:4]2[C:9](O)=[C:8]([C:11]#[N:12])[CH:7]=[N:6][N:5]2[CH:13]=1.O=P(Cl)(Cl)[Cl:16], predict the reaction product.